Dataset: Forward reaction prediction with 1.9M reactions from USPTO patents (1976-2016). Task: Predict the product of the given reaction. Given the reactants [N+:1]([C:4]1[CH:15]=[CH:14][C:7]([O:8][CH:9]([CH3:13])[C:10](O)=[O:11])=[CH:6][CH:5]=1)([O-:3])=[O:2].S(Cl)([Cl:18])=O, predict the reaction product. The product is: [N+:1]([C:4]1[CH:15]=[CH:14][C:7]([O:8][CH:9]([CH3:13])[C:10]([Cl:18])=[O:11])=[CH:6][CH:5]=1)([O-:3])=[O:2].